From a dataset of NCI-60 drug combinations with 297,098 pairs across 59 cell lines. Regression. Given two drug SMILES strings and cell line genomic features, predict the synergy score measuring deviation from expected non-interaction effect. (1) Drug 1: CN(C)N=NC1=C(NC=N1)C(=O)N. Drug 2: C1C(C(OC1N2C=NC3=C2NC=NCC3O)CO)O. Cell line: NCI-H522. Synergy scores: CSS=1.64, Synergy_ZIP=-2.58, Synergy_Bliss=-2.70, Synergy_Loewe=-13.0, Synergy_HSA=-1.98. (2) Cell line: 786-0. Drug 1: CC1=C(C=C(C=C1)NC(=O)C2=CC=C(C=C2)CN3CCN(CC3)C)NC4=NC=CC(=N4)C5=CN=CC=C5. Synergy scores: CSS=39.6, Synergy_ZIP=-6.98, Synergy_Bliss=-0.301, Synergy_Loewe=-7.30, Synergy_HSA=1.83. Drug 2: CC1=C(C(=O)C2=C(C1=O)N3CC4C(C3(C2COC(=O)N)OC)N4)N. (3) Drug 1: C#CCC(CC1=CN=C2C(=N1)C(=NC(=N2)N)N)C3=CC=C(C=C3)C(=O)NC(CCC(=O)O)C(=O)O. Drug 2: CCN(CC)CCCC(C)NC1=C2C=C(C=CC2=NC3=C1C=CC(=C3)Cl)OC. Cell line: MDA-MB-435. Synergy scores: CSS=17.5, Synergy_ZIP=-7.42, Synergy_Bliss=-2.42, Synergy_Loewe=-0.612, Synergy_HSA=-0.225. (4) Drug 1: CC1CCC2CC(C(=CC=CC=CC(CC(C(=O)C(C(C(=CC(C(=O)CC(OC(=O)C3CCCCN3C(=O)C(=O)C1(O2)O)C(C)CC4CCC(C(C4)OC)O)C)C)O)OC)C)C)C)OC. Drug 2: N.N.Cl[Pt+2]Cl. Cell line: MDA-MB-435. Synergy scores: CSS=32.6, Synergy_ZIP=-5.13, Synergy_Bliss=2.37, Synergy_Loewe=-25.7, Synergy_HSA=2.50. (5) Drug 1: CC1=C(N=C(N=C1N)C(CC(=O)N)NCC(C(=O)N)N)C(=O)NC(C(C2=CN=CN2)OC3C(C(C(C(O3)CO)O)O)OC4C(C(C(C(O4)CO)O)OC(=O)N)O)C(=O)NC(C)C(C(C)C(=O)NC(C(C)O)C(=O)NCCC5=NC(=CS5)C6=NC(=CS6)C(=O)NCCC[S+](C)C)O. Drug 2: CCC1(C2=C(COC1=O)C(=O)N3CC4=CC5=C(C=CC(=C5CN(C)C)O)N=C4C3=C2)O.Cl. Cell line: HCC-2998. Synergy scores: CSS=31.5, Synergy_ZIP=-5.08, Synergy_Bliss=-5.25, Synergy_Loewe=3.42, Synergy_HSA=4.05. (6) Drug 1: CS(=O)(=O)OCCCCOS(=O)(=O)C. Drug 2: CC(C)CN1C=NC2=C1C3=CC=CC=C3N=C2N. Cell line: CCRF-CEM. Synergy scores: CSS=3.82, Synergy_ZIP=-3.75, Synergy_Bliss=-1.61, Synergy_Loewe=-4.46, Synergy_HSA=-3.54. (7) Drug 1: C1C(C(OC1N2C=C(C(=O)NC2=O)F)CO)O. Synergy scores: CSS=13.3, Synergy_ZIP=-6.45, Synergy_Bliss=-0.0380, Synergy_Loewe=-25.1, Synergy_HSA=-2.36. Drug 2: CC12CCC3C(C1CCC2O)C(CC4=C3C=CC(=C4)O)CCCCCCCCCS(=O)CCCC(C(F)(F)F)(F)F. Cell line: U251.